Dataset: Reaction yield outcomes from USPTO patents with 853,638 reactions. Task: Predict the reaction yield, written as a fraction of the theoretical maximum amount of product (1.0 means a 100% yield; for example, 0.34 means a 34% yield). (1) The reactants are [CH:1]1[C:10]2[C:5](=[CH:6][CH:7]=[CH:8][CH:9]=2)[CH:4]=[CH:3][C:2]=1B(O)O.[CH3:14][C:15]1[CH:19]=[C:18]([C:20]([O:22][CH2:23][CH3:24])=[O:21])[NH:17][N:16]=1.N1C=CC=CC=1. The catalyst is ClCCl.C([O-])(=O)C.[Cu+2].C([O-])(=O)C. The product is [CH3:14][C:15]1[CH:19]=[C:18]([C:20]([O:22][CH2:23][CH3:24])=[O:21])[N:17]([C:2]2[CH:3]=[CH:4][C:5]3[C:10](=[CH:9][CH:8]=[CH:7][CH:6]=3)[CH:1]=2)[N:16]=1. The yield is 0.700. (2) The reactants are [CH3:1][O:2][C:3]1[CH:8]=[C:7]([O:9][CH3:10])[CH:6]=[CH:5][C:4]=1[C:11](=O)[CH2:12][C:13]([O:15][CH3:16])=[O:14].C(O)(=O)C.[CH2:22]([CH2:24][NH2:25])[OH:23]. The catalyst is CC(O)C. The product is [CH3:1][O:2][C:3]1[CH:8]=[C:7]([O:9][CH3:10])[CH:6]=[CH:5][C:4]=1/[C:11](/[NH:25][CH2:24][CH2:22][OH:23])=[CH:12]/[C:13]([O:15][CH3:16])=[O:14]. The yield is 0.630. (3) The reactants are C(O[C:9](=O)[N:10]([CH2:12][C@H:13]1[CH2:18][CH2:17][C@H:16]([CH2:19][CH2:20][OH:21])[CH2:15][CH2:14]1)C)C1C=CC=CC=1. The catalyst is O1CCCC1.[Pd]. The product is [CH3:9][NH:10][CH2:12][C@H:13]1[CH2:18][CH2:17][C@H:16]([CH2:19][CH2:20][OH:21])[CH2:15][CH2:14]1. The yield is 0.950. (4) The reactants are [Br:1][C:2]1[CH:9]=[CH:8][CH:7]=[CH:6][C:3]=1[CH:4]=O.C([O-])([O-])=O.[Cs+].[Cs+].C([N:19]1[CH2:24][C:23](=[O:25])[N:22]([C:26](=[O:28])[CH3:27])[CH:21]([CH2:29][C:30]2[CH:35]=[CH:34][CH:33]=[CH:32][CH:31]=2)[C:20]1=[O:36])(=O)C.C(O)(=O)CC(CC(O)=O)(C(O)=O)O. The catalyst is CN(C)C=O.O. The product is [C:26]([N:22]1[CH:21]([CH2:29][C:30]2[CH:31]=[CH:32][CH:33]=[CH:34][CH:35]=2)[C:20](=[O:36])[NH:19][C:24](=[CH:4][C:3]2[CH:6]=[CH:7][CH:8]=[CH:9][C:2]=2[Br:1])[C:23]1=[O:25])(=[O:28])[CH3:27]. The yield is 0.480.